From a dataset of Forward reaction prediction with 1.9M reactions from USPTO patents (1976-2016). Predict the product of the given reaction. (1) Given the reactants [CH3:1][N:2](C)[CH2:3][CH2:4][N:5]1[CH2:10][CH2:9][S:8][C:7]2[CH:11]=[C:12]([N+:15]([O-:17])=[O:16])[CH:13]=[CH:14][C:6]1=2.[C:19](Cl)(=[O:27])[O:20][C:21]1[CH:26]=[CH:25][CH:24]=[CH:23][CH:22]=1, predict the reaction product. The product is: [CH3:1][N:2]([CH2:3][CH2:4][N:5]1[CH2:10][CH2:9][S:8][C:7]2[CH:11]=[C:12]([N+:15]([O-:17])=[O:16])[CH:13]=[CH:14][C:6]1=2)[C:19](=[O:27])[O:20][C:21]1[CH:26]=[CH:25][CH:24]=[CH:23][CH:22]=1. (2) Given the reactants [NH2:1][C:2]1[C:3]([F:24])=[C:4]([C:8]2[N:9]=[C:10]([C:20]([CH3:23])([CH3:22])[CH3:21])[S:11][C:12]=2[C:13]2[CH:18]=[CH:17][N:16]=[C:15]([NH2:19])[N:14]=2)[CH:5]=[CH:6][CH:7]=1.[F:25][C:26]1[CH:31]=[CH:30][CH:29]=[CH:28][C:27]=1[S:32](Cl)(=[O:34])=[O:33], predict the reaction product. The product is: [NH2:19][C:15]1[N:14]=[C:13]([C:12]2[S:11][C:10]([C:20]([CH3:21])([CH3:23])[CH3:22])=[N:9][C:8]=2[C:4]2[C:3]([F:24])=[C:2]([NH:1][S:32]([C:27]3[CH:28]=[CH:29][CH:30]=[CH:31][C:26]=3[F:25])(=[O:34])=[O:33])[CH:7]=[CH:6][CH:5]=2)[CH:18]=[CH:17][N:16]=1. (3) The product is: [C:1]([O:9][C:10]1[CH:11]=[C:12]([CH:15]=[CH:16][C:17]=1[Cl:34])[CH2:13][Br:14])(=[O:8])[C:2]1[CH:7]=[CH:6][CH:5]=[CH:4][CH:3]=1. Given the reactants [C:1]([O:9][C:10]1[CH:11]=[C:12]([CH:15]=[CH:16][C:17]=1F)[CH2:13][Br:14])(=[O:8])[C:2]1[CH:7]=[CH:6][CH:5]=[CH:4][CH:3]=1.C(OC1C=C(C)C=CC=1[Cl:34])(=O)C1C=CC=CC=1.C1C(=O)N(Br)C(=O)C1, predict the reaction product.